This data is from Full USPTO retrosynthesis dataset with 1.9M reactions from patents (1976-2016). The task is: Predict the reactants needed to synthesize the given product. The reactants are: [C:1]([O:5][C:6]([NH:8][CH2:9][C@H:10]1[CH2:15][CH2:14][C@H:13]([C:16]([NH:18][C@H:19]([C:37]([NH:39][C:40]2[CH:45]=[CH:44][C:43]([C:46]3[NH:50][C:49]([C:51]([F:59])([F:58])[C:52]([C:55]([OH:57])=[O:56])([F:54])[F:53])=[N:48][N:47]=3)=[CH:42][CH:41]=2)=[O:38])[CH2:20][C:21]2[CH:26]=[CH:25][C:24]([C:27]3[CH:32]=[CH:31][C:30]([C:33](O)=[O:34])=[CH:29][C:28]=3[CH3:36])=[CH:23][CH:22]=2)=[O:17])[CH2:12][CH2:11]1)=[O:7])([CH3:4])([CH3:3])[CH3:2].[CH3:60][NH:61][CH:62]1[CH2:67][CH2:66][N:65]([CH3:68])[CH2:64][CH2:63]1.C(N(CC)C(C)C)(C)C.F[P-](F)(F)(F)(F)F.CN(C(ON1C2=NC=CC=C2N=N1)=[N+](C)C)C. Given the product [C:1]([O:5][C:6]([NH:8][CH2:9][C@H:10]1[CH2:11][CH2:12][C@H:13]([C:16]([NH:18][C@@H:19]([CH2:20][C:21]2[CH:22]=[CH:23][C:24]([C:27]3[CH:32]=[CH:31][C:30]([C:33](=[O:34])[N:61]([CH3:60])[CH:62]4[CH2:67][CH2:66][N:65]([CH3:68])[CH2:64][CH2:63]4)=[CH:29][C:28]=3[CH3:36])=[CH:25][CH:26]=2)[C:37]([NH:39][C:40]2[CH:41]=[CH:42][C:43]([C:46]3[NH:50][C:49]([C:51]([F:58])([F:59])[C:52]([F:53])([F:54])[C:55]([OH:57])=[O:56])=[N:48][N:47]=3)=[CH:44][CH:45]=2)=[O:38])=[O:17])[CH2:14][CH2:15]1)=[O:7])([CH3:4])([CH3:3])[CH3:2], predict the reactants needed to synthesize it.